From a dataset of Forward reaction prediction with 1.9M reactions from USPTO patents (1976-2016). Predict the product of the given reaction. (1) Given the reactants [CH3:1][C:2]1([CH3:14])[C@@H:4]([C:5]2[CH:10]=[CH:9][CH:8]=[CH:7][CH:6]=2)[C@@H:3]1[C:11]([OH:13])=O.[CH3:15][O:16][C:17]1[C:22]([NH2:23])=[CH:21][CH:20]=[CH:19][N:18]=1, predict the reaction product. The product is: [CH3:15][O:16][C:17]1[C:22]([NH:23][C:11]([C@H:3]2[C@H:4]([C:5]3[CH:6]=[CH:7][CH:8]=[CH:9][CH:10]=3)[C:2]2([CH3:1])[CH3:14])=[O:13])=[CH:21][CH:20]=[CH:19][N:18]=1. (2) Given the reactants [H-].[H-].[H-].[H-].[Li+].[Al+3].[C:7]([O:11][C:12](=[O:30])[NH:13][C:14]1[CH:19]=[CH:18][C:17]([CH2:20][N:21]2[CH2:26][CH2:25][NH:24][C:23](=O)[C:22]2([CH3:29])[CH3:28])=[CH:16][N:15]=1)([CH3:10])([CH3:9])[CH3:8], predict the reaction product. The product is: [C:7]([O:11][C:12](=[O:30])[NH:13][C:14]1[CH:19]=[CH:18][C:17]([CH2:20][N:21]2[CH2:26][CH2:25][NH:24][CH2:23][C:22]2([CH3:29])[CH3:28])=[CH:16][N:15]=1)([CH3:10])([CH3:8])[CH3:9].